From a dataset of Forward reaction prediction with 1.9M reactions from USPTO patents (1976-2016). Predict the product of the given reaction. (1) Given the reactants [CH3:1][O:2][C:3]1[C:4](=[O:22])[C:5](C(O)=O)=[N:6][N:7]([C:9]2[CH:14]=[CH:13][CH:12]=[C:11]([C:15]([F:18])([F:17])[F:16])[CH:10]=2)[CH:8]=1.C1C=CC(P([N:37]=[N+]=[N-])(C2C=CC=CC=2)=O)=CC=1.CCN(CC)CC.[OH-].[Na+], predict the reaction product. The product is: [NH2:37][C:5]1[C:4](=[O:22])[C:3]([O:2][CH3:1])=[CH:8][N:7]([C:9]2[CH:14]=[CH:13][CH:12]=[C:11]([C:15]([F:18])([F:17])[F:16])[CH:10]=2)[N:6]=1. (2) Given the reactants [CH3:1][O:2][C:3]1[CH:8]=[CH:7][CH:6]=[CH:5][C:4]=1[OH:9].[C:10]1(=O)[O:15][C:13](=[O:14])[C:12]2=[CH:16][CH:17]=[CH:18][CH:19]=[C:11]12, predict the reaction product. The product is: [OH:9][C:4]1[CH:5]=[CH:6][C:7]([C:10]2([C:7]3[CH:6]=[CH:5][C:4]([OH:9])=[C:3]([O:2][CH3:1])[CH:8]=3)[C:11]3[C:12](=[CH:16][CH:17]=[CH:18][CH:19]=3)[C:13](=[O:14])[O:15]2)=[CH:8][C:3]=1[O:2][CH3:1]. (3) Given the reactants [H-].[Na+].[OH:3][C:4]([CH3:9])([CH3:8])[C:5]([OH:7])=[O:6].Cl[C:11]1[CH:16]=[CH:15][C:14]([C:17]([F:20])([F:19])[F:18])=[CH:13][N:12]=1.ClC1C=C(C(F)(F)F)C=CN=1, predict the reaction product. The product is: [CH3:8][C:4]([O:3][C:11]1[CH:16]=[CH:15][C:14]([C:17]([F:20])([F:19])[F:18])=[CH:13][N:12]=1)([CH3:9])[C:5]([OH:7])=[O:6].